Dataset: Forward reaction prediction with 1.9M reactions from USPTO patents (1976-2016). Task: Predict the product of the given reaction. (1) Given the reactants [CH3:1][O:2][C:3]1[CH:8]=[CH:7][C:6]([C:9]2[N:10]=[C:11]([C:22]3([C:28]([NH2:30])=[O:29])[CH2:27][CH2:26][NH:25][CH2:24][CH2:23]3)[O:12][C:13]=2[C:14]2[CH:19]=[CH:18][C:17]([O:20][CH3:21])=[CH:16][CH:15]=2)=[CH:5][CH:4]=1.ClC(Cl)(O[C:35](=[O:41])OC(Cl)(Cl)Cl)Cl.C(N(CC)CC)C.Cl.[CH3:51][NH:52][OH:53], predict the reaction product. The product is: [CH3:1][O:2][C:3]1[CH:4]=[CH:5][C:6]([C:9]2[N:10]=[C:11]([C:22]3([C:28]([NH2:30])=[O:29])[CH2:27][CH2:26][N:25]([C:35](=[O:41])[N:52]([OH:53])[CH3:51])[CH2:24][CH2:23]3)[O:12][C:13]=2[C:14]2[CH:15]=[CH:16][C:17]([O:20][CH3:21])=[CH:18][CH:19]=2)=[CH:7][CH:8]=1. (2) The product is: [F:1][C:2]1[CH:7]=[CH:6][CH:5]=[CH:4][C:3]=1[N:8]1[C:12]([CH2:13][CH2:14][CH2:15][CH2:16][O:17][CH3:18])=[C:11]([C:19]([N:21]([CH2:37][CH:38]([CH3:40])[CH3:39])[C@H:22]2[CH2:27][C@@H:26]([CH2:28][O:29][CH3:41])[CH2:25][N:24]([C:30]([O:32][C:33]([CH3:34])([CH3:35])[CH3:36])=[O:31])[CH2:23]2)=[O:20])[N:10]=[N:9]1. Given the reactants [F:1][C:2]1[CH:7]=[CH:6][CH:5]=[CH:4][C:3]=1[N:8]1[C:12]([CH2:13][CH2:14][CH2:15][CH2:16][O:17][CH3:18])=[C:11]([C:19]([N:21]([CH2:37][CH:38]([CH3:40])[CH3:39])[C@H:22]2[CH2:27][C@@H:26]([CH2:28][OH:29])[CH2:25][N:24]([C:30]([O:32][C:33]([CH3:36])([CH3:35])[CH3:34])=[O:31])[CH2:23]2)=[O:20])[N:10]=[N:9]1.[CH2:41](N(CC)CC)C.CS(Cl)(=O)=O.C[O-].[Na+], predict the reaction product. (3) Given the reactants [C:1](#[N:4])[CH:2]=[CH2:3].[CH2:5]([N:12]1[CH2:17][CH:16]2[CH2:18][CH:13]1[CH2:14][NH:15]2)[C:6]1[CH:11]=[CH:10][CH:9]=[CH:8][CH:7]=1, predict the reaction product. The product is: [CH2:5]([N:12]1[CH2:17][CH:16]2[CH2:18][CH:13]1[CH2:14][N:15]2[CH2:3][CH2:2][C:1]#[N:4])[C:6]1[CH:7]=[CH:8][CH:9]=[CH:10][CH:11]=1. (4) Given the reactants [Cl:1][C:2]1[CH:7]=[CH:6][C:5]([CH:8]([CH2:15][N+:16]([O-])=O)[CH2:9][C:10](OCC)=[O:11])=[CH:4][CH:3]=1.Cl, predict the reaction product. The product is: [Cl:1][C:2]1[CH:7]=[CH:6][C:5]([CH:8]2[CH2:15][NH:16][C:10](=[O:11])[CH2:9]2)=[CH:4][CH:3]=1. (5) The product is: [N:1]1[C:10]2[C:5](=[CH:6][CH:7]=[CH:8][CH:9]=2)[CH:4]=[C:3]([CH:11]2[CH2:12][CH2:13][CH:14]([CH2:17][C:18]([O:20][CH2:21][CH3:22])=[O:19])[CH2:15][CH2:16]2)[CH:2]=1. Given the reactants [N:1]1[C:10]2[C:5](=[CH:6][CH:7]=[CH:8][CH:9]=2)[CH:4]=[C:3]([C:11]2[CH2:16][CH2:15][CH:14]([CH2:17][C:18]([O:20][CH2:21][CH3:22])=[O:19])[CH2:13][CH:12]=2)[CH:2]=1.C([O-])=O.[NH4+], predict the reaction product. (6) Given the reactants [NH2:1][C:2]1[CH:7]=[C:6](Cl)[N:5]=[C:4]([C:9]([O:11][CH3:12])=[O:10])[C:3]=1[Cl:13].[F:14][C:15]1[C:20]([O:21][CH3:22])=[C:19]([CH3:23])[CH:18]=[CH:17][C:16]=1B(O)O.[F-].[Cs+], predict the reaction product. The product is: [NH2:1][C:2]1[CH:7]=[C:6]([C:16]2[CH:17]=[CH:18][C:19]([CH3:23])=[C:20]([O:21][CH3:22])[C:15]=2[F:14])[N:5]=[C:4]([C:9]([O:11][CH3:12])=[O:10])[C:3]=1[Cl:13]. (7) Given the reactants [C:1]([C:5]([C:8]([C:11]([C:14]([C:17]([C:20]([C:23]([CH:26]=[CH2:27])([F:25])[F:24])([F:22])[F:21])([F:19])[F:18])([F:16])[F:15])([F:13])[F:12])([F:10])[F:9])([F:7])[F:6])([F:4])([F:3])[F:2].[Al](I)(I)[I:29].C(=O)=O.CC(C)=O, predict the reaction product. The product is: [C:1]([C:5]([C:8]([C:11]([C:14]([C:17]([C:20]([C:23]([CH2:26][CH2:27][I:29])([F:24])[F:25])([F:21])[F:22])([F:18])[F:19])([F:16])[F:15])([F:13])[F:12])([F:10])[F:9])([F:7])[F:6])([F:4])([F:3])[F:2].